This data is from Full USPTO retrosynthesis dataset with 1.9M reactions from patents (1976-2016). The task is: Predict the reactants needed to synthesize the given product. (1) Given the product [Br:1][C:2]1[CH:7]=[CH:6][C:5]([O:8][CH2:10][CH:11]([CH3:13])[CH3:12])=[CH:4][CH:3]=1, predict the reactants needed to synthesize it. The reactants are: [Br:1][C:2]1[CH:7]=[CH:6][C:5]([OH:8])=[CH:4][CH:3]=1.I[CH2:10][CH:11]([CH3:13])[CH3:12].[OH-].[Na+]. (2) Given the product [F:7][C:8]([F:16])([F:17])[C:9]1[CH:14]=[CH:13][CH:12]=[CH:11][C:10]=1[O:15][CH2:19][C:20]1[CH:21]=[C:22]2[C:26](=[CH:27][CH:28]=1)[CH2:25][C@H:24]([NH:29][S:30]([CH:33]([CH3:35])[CH3:34])(=[O:32])=[O:31])[CH2:23]2, predict the reactants needed to synthesize it. The reactants are: C(=O)([O-])[O-].[K+].[K+].[F:7][C:8]([F:17])([F:16])[C:9]1[CH:14]=[CH:13][CH:12]=[CH:11][C:10]=1[OH:15].Cl[CH2:19][C:20]1[CH:21]=[C:22]2[C:26](=[CH:27][CH:28]=1)[CH2:25][C@H:24]([NH:29][S:30]([CH:33]([CH3:35])[CH3:34])(=[O:32])=[O:31])[CH2:23]2.